Predict the reaction yield, written as a fraction of the theoretical maximum amount of product (1.0 means a 100% yield; for example, 0.34 means a 34% yield). From a dataset of Reaction yield outcomes from USPTO patents with 853,638 reactions. (1) The reactants are [NH2:1][C:2]1[N:3]=[C:4]([C:17]2[C:22]([OH:23])=[CH:21][C:20]([Cl:24])=[CH:19][C:18]=2[Cl:25])[C:5]2[CH2:10][N:9]([C:11]([NH:13][CH:14]3[CH2:16][CH2:15]3)=[O:12])[CH2:8][C:6]=2[N:7]=1.C1(N)CC1.C1(N)CCC1.C(=O)([O-])[O-].[K+].[K+].Br[CH2:42][CH2:43][Cl:44]. The catalyst is CN(C=O)C.C(Cl)Cl.CO. The product is [NH2:1][C:2]1[N:3]=[C:4]([C:17]2[C:22]([O:23][CH2:42][CH2:43][Cl:44])=[CH:21][C:20]([Cl:24])=[CH:19][C:18]=2[Cl:25])[C:5]2[CH2:10][N:9]([C:11]([NH:13][CH:14]3[CH2:15][CH2:16]3)=[O:12])[CH2:8][C:6]=2[N:7]=1. The yield is 0.850. (2) The reactants are Br[CH2:2][C:3]1[CH:8]=[CH:7][CH:6]=[CH:5][C:4]=1[C:9]([F:12])([F:11])[F:10].[N+:13]([C:16]1[CH:17]=[C:18](B(O)O)[CH:19]=[CH:20][CH:21]=1)([O-:15])=[O:14].C(=O)([O-])[O-].[Na+].[Na+]. The catalyst is C(COC)OC.C1(P(C2C=CC=CC=2)C2C=CC=CC=2)C=CC=CC=1.[Pd]. The product is [N+:13]([C:16]1[CH:21]=[C:20]([CH:19]=[CH:18][CH:17]=1)[CH2:2][C:3]1[CH:8]=[CH:7][CH:6]=[CH:5][C:4]=1[C:9]([F:12])([F:11])[F:10])([O-:15])=[O:14]. The yield is 0.980. (3) The reactants are C(N(CC)CC)C.FC(F)[O:10]C1C=CC(C(O)=O)=CC=1C#CC1C=CC=CN=1.[Cl-:29].[Na+].Cl.CN(C)CCCN=C=NCC.O[N:44]1[C:48]2[N:49]=CC=C[C:47]=2N=[N:45]1.[N:53]1([C:59]2[CH:64]=NC=C[N:60]=2)[CH2:58]CN[CH2:55][CH2:54]1.Cl.[CH3:66][OH:67]. The catalyst is ClCCl. The product is [CH:47]1[C:48]([NH:44][NH2:45])=[N:49][N:60]=[C:59]([N:53]([CH2:54][CH2:55][OH:10])[CH2:58][CH2:66][OH:67])[CH:64]=1.[ClH:29].[ClH:29]. The yield is 0.930. (4) The yield is 0.980. The product is [CH3:1][O:2][C:3]1[CH:4]=[C:5]2[C:10](=[CH:11][CH:12]=1)[CH:9]=[C:8]([CH:13]([OH:14])[CH2:15][CH2:16][CH2:17][CH2:18][CH2:19][CH3:20])[CH:7]=[CH:6]2. The reactants are [CH3:1][O:2][C:3]1[CH:4]=[C:5]2[C:10](=[CH:11][CH:12]=1)[CH:9]=[C:8]([CH:13]=[O:14])[CH:7]=[CH:6]2.[CH2:15]([Mg]Br)[CH2:16][CH2:17][CH2:18][CH2:19][CH3:20].[NH4+].[Cl-]. The catalyst is CCOCC. (5) The reactants are [C:1]1([S:7]([C:10]2[CH:11]=[CH:12][C:13]([N+:17]([O-])=O)=[C:14]([OH:16])[CH:15]=2)(=[O:9])=[O:8])[CH:6]=[CH:5][CH:4]=[CH:3][CH:2]=1. The catalyst is C(O)C.[Pd]. The product is [NH2:17][C:13]1[CH:12]=[CH:11][C:10]([S:7]([C:1]2[CH:6]=[CH:5][CH:4]=[CH:3][CH:2]=2)(=[O:9])=[O:8])=[CH:15][C:14]=1[OH:16]. The yield is 0.500. (6) The reactants are [CH3:1][O:2][C:3]1[CH:4]=[CH:5][CH:6]=[CH:7][C:8]=1[O:9][CH2:10][CH2:11][NH:12][CH2:13][CH:14]([OH:30])[CH2:15][O:16][C:17]1[CH:18]=[CH:19][CH:20]=[C:21]2[NH:29][C:28]3[CH:27]=[CH:26][CH:25]=[CH:24][C:23]=3[C:22]=12.C([O-])(=O)C1C(=CC=CC=1)O.CC(O)C.[OH-].[Na+]. The catalyst is O. The product is [CH3:1][O:2][C:3]1[CH:4]=[CH:5][CH:6]=[CH:7][C:8]=1[O:9][CH2:10][CH2:11][NH:12][CH2:13][CH:14]([OH:30])[CH2:15][O:16][C:17]1[CH:18]=[CH:19][CH:20]=[C:21]2[NH:29][C:28]3[CH:27]=[CH:26][CH:25]=[CH:24][C:23]=3[C:22]=12. The yield is 0.912. (7) The reactants are [N:1]([C@@H:4]([CH3:21])[C@@H:5]([NH:13][C:14](=[O:20])[O:15][C:16]([CH3:19])([CH3:18])[CH3:17])[CH2:6][CH:7]1[CH2:12][CH2:11][CH2:10][CH2:9][CH2:8]1)=[N+]=[N-]. The catalyst is CO.[Pd]. The product is [NH2:1][C@@H:4]([CH3:21])[C@@H:5]([NH:13][C:14](=[O:20])[O:15][C:16]([CH3:18])([CH3:17])[CH3:19])[CH2:6][CH:7]1[CH2:12][CH2:11][CH2:10][CH2:9][CH2:8]1. The yield is 0.780. (8) The reactants are [C:1]1([CH3:26])[CH:6]=[CH:5][C:4]([N:7]2[C:11]([NH:12][C:13](=[O:21])OC3C=CC=CC=3)=[CH:10][C:9]([C:22]([F:25])([F:24])[F:23])=[N:8]2)=[CH:3][CH:2]=1.[CH3:27][O:28][C:29]1[CH:30]=[C:31]2[C:36](=[CH:37][C:38]=1[O:39][CH3:40])[N:35]=[CH:34][N:33]=[C:32]2[S:41][C:42]1[CH:43]=[C:44]([CH:46]=[CH:47][CH:48]=1)[NH2:45]. The catalyst is CN(C)C1C=CN=CC=1.C1COCC1. The product is [CH3:27][O:28][C:29]1[CH:30]=[C:31]2[C:36](=[CH:37][C:38]=1[O:39][CH3:40])[N:35]=[CH:34][N:33]=[C:32]2[S:41][C:42]1[CH:43]=[C:44]([NH:45][C:13]([NH:12][C:11]2[N:7]([C:4]3[CH:3]=[CH:2][C:1]([CH3:26])=[CH:6][CH:5]=3)[N:8]=[C:9]([C:22]([F:23])([F:24])[F:25])[CH:10]=2)=[O:21])[CH:46]=[CH:47][CH:48]=1. The yield is 0.830. (9) The reactants are [CH2:1]([NH2:13])[CH2:2][CH2:3][CH2:4][CH2:5][CH2:6][CH2:7][CH2:8][CH2:9][CH2:10][CH2:11][CH3:12].[C:14]([OH:18])(=[O:17])[CH:15]=[CH2:16]. No catalyst specified. The product is [CH2:1]([NH:13][CH2:16][CH2:15][C:14]([OH:18])=[O:17])[CH2:2][CH2:3][CH2:4][CH2:5][CH2:6][CH2:7][CH2:8][CH2:9][CH2:10][CH2:11][CH3:12]. The yield is 0.900.